Predict which catalyst facilitates the given reaction. From a dataset of Catalyst prediction with 721,799 reactions and 888 catalyst types from USPTO. (1) Reactant: [NH2:1][C:2]1[CH:3]=[CH:4][C:5]([N:8]2[CH:12]=[C:11]([CH2:13][CH2:14][CH2:15][O:16][C:17]3[C:22]([O:23][CH3:24])=[CH:21][CH:20]=[CH:19][C:18]=3[CH2:25][C:26]([O:28]C)=[O:27])[C:10]([CH:30]([CH3:32])[CH3:31])=[N:9]2)=[N:6][CH:7]=1.CN(C)C=O.[C:38](Cl)(=[O:42])[CH2:39][CH2:40][CH3:41]. Product: [C:38]([NH:1][C:2]1[CH:3]=[CH:4][C:5]([N:8]2[CH:12]=[C:11]([CH2:13][CH2:14][CH2:15][O:16][C:17]3[C:22]([O:23][CH3:24])=[CH:21][CH:20]=[CH:19][C:18]=3[CH2:25][C:26]([OH:28])=[O:27])[C:10]([CH:30]([CH3:32])[CH3:31])=[N:9]2)=[N:6][CH:7]=1)(=[O:42])[CH2:39][CH2:40][CH3:41]. The catalyst class is: 6. (2) Reactant: Cl[C:2]1[N:7]=[C:6]([C:8]2[N:13]=[C:12]([NH:14][C@@H:15]([CH:17]3[CH2:19][CH2:18]3)[CH3:16])[N:11]=[C:10]([NH:20][C@@H:21]([CH:23]3[CH2:25][CH2:24]3)[CH3:22])[N:9]=2)[CH:5]=[CH:4][CH:3]=1.[CH:26](B1OB(C=C)OB(C=C)O1)=[CH2:27].C([O-])([O-])=O.[K+].[K+]. Product: [CH:23]1([C@H:21]([NH:20][C:10]2[N:11]=[C:12]([NH:14][C@@H:15]([CH:17]3[CH2:19][CH2:18]3)[CH3:16])[N:13]=[C:8]([C:6]3[CH:5]=[CH:4][CH:3]=[C:2]([CH:26]=[CH2:27])[N:7]=3)[N:9]=2)[CH3:22])[CH2:25][CH2:24]1. The catalyst class is: 117. (3) Reactant: C(NC(C)C)(C)C.[Li]CCCC.[CH3:13][C:14]1([CH3:23])[N:18]2[C:19](=[O:22])[CH2:20][CH2:21][C@@H:17]2[CH2:16][O:15]1.C1C=CC(S(N(S(C2C=CC=CC=2)(=O)=O)[F:34])(=O)=O)=CC=1. Product: [F:34][C@H:20]1[C:19](=[O:22])[N:18]2[C:14]([CH3:23])([CH3:13])[O:15][CH2:16][CH:17]2[CH2:21]1. The catalyst class is: 56. (4) Reactant: Br[C:2]1[CH:3]=[C:4]([CH2:9][O:10][CH3:11])[C:5]([CH3:8])=[N:6][CH:7]=1.[CH3:12][C:13]1([CH3:29])[C:17]([CH3:19])([CH3:18])[O:16][B:15]([B:15]2[O:16][C:17]([CH3:19])([CH3:18])[C:13]([CH3:29])([CH3:12])[O:14]2)[O:14]1.C([O-])(=O)C.[K+]. Product: [CH3:11][O:10][CH2:9][C:4]1[C:5]([CH3:8])=[N:6][CH:7]=[C:2]([B:15]2[O:16][C:17]([CH3:19])([CH3:18])[C:13]([CH3:29])([CH3:12])[O:14]2)[CH:3]=1. The catalyst class is: 75.